This data is from NCI-60 drug combinations with 297,098 pairs across 59 cell lines. The task is: Regression. Given two drug SMILES strings and cell line genomic features, predict the synergy score measuring deviation from expected non-interaction effect. (1) Drug 1: C1=CC(=C2C(=C1NCCNCCO)C(=O)C3=C(C=CC(=C3C2=O)O)O)NCCNCCO. Drug 2: C1=CN(C(=O)N=C1N)C2C(C(C(O2)CO)O)O.Cl. Cell line: SW-620. Synergy scores: CSS=56.6, Synergy_ZIP=-3.54, Synergy_Bliss=-3.66, Synergy_Loewe=-0.0410, Synergy_HSA=2.21. (2) Drug 1: CN(C)C1=NC(=NC(=N1)N(C)C)N(C)C. Drug 2: CCCS(=O)(=O)NC1=C(C(=C(C=C1)F)C(=O)C2=CNC3=C2C=C(C=N3)C4=CC=C(C=C4)Cl)F. Cell line: SK-MEL-28. Synergy scores: CSS=28.4, Synergy_ZIP=-1.61, Synergy_Bliss=-0.857, Synergy_Loewe=-42.2, Synergy_HSA=-4.09. (3) Drug 1: COC1=C(C=C2C(=C1)N=CN=C2NC3=CC(=C(C=C3)F)Cl)OCCCN4CCOCC4. Drug 2: CC1=C(C(=O)C2=C(C1=O)N3CC4C(C3(C2COC(=O)N)OC)N4)N. Cell line: BT-549. Synergy scores: CSS=37.9, Synergy_ZIP=8.59, Synergy_Bliss=8.38, Synergy_Loewe=12.8, Synergy_HSA=13.9. (4) Drug 1: CC1=CC=C(C=C1)C2=CC(=NN2C3=CC=C(C=C3)S(=O)(=O)N)C(F)(F)F. Drug 2: C1CN1C2=NC(=NC(=N2)N3CC3)N4CC4. Cell line: PC-3. Synergy scores: CSS=14.5, Synergy_ZIP=-5.14, Synergy_Bliss=-3.05, Synergy_Loewe=-11.1, Synergy_HSA=-4.18. (5) Drug 1: CC1=C(N=C(N=C1N)C(CC(=O)N)NCC(C(=O)N)N)C(=O)NC(C(C2=CN=CN2)OC3C(C(C(C(O3)CO)O)O)OC4C(C(C(C(O4)CO)O)OC(=O)N)O)C(=O)NC(C)C(C(C)C(=O)NC(C(C)O)C(=O)NCCC5=NC(=CS5)C6=NC(=CS6)C(=O)NCCC[S+](C)C)O. Drug 2: CC(C)NC(=O)C1=CC=C(C=C1)CNNC.Cl. Cell line: HL-60(TB). Synergy scores: CSS=11.8, Synergy_ZIP=-3.36, Synergy_Bliss=-3.48, Synergy_Loewe=-31.2, Synergy_HSA=-4.66.